Dataset: NCI-60 drug combinations with 297,098 pairs across 59 cell lines. Task: Regression. Given two drug SMILES strings and cell line genomic features, predict the synergy score measuring deviation from expected non-interaction effect. (1) Drug 1: CC1OCC2C(O1)C(C(C(O2)OC3C4COC(=O)C4C(C5=CC6=C(C=C35)OCO6)C7=CC(=C(C(=C7)OC)O)OC)O)O. Drug 2: CC1=C2C(C(=O)C3(C(CC4C(C3C(C(C2(C)C)(CC1OC(=O)C(C(C5=CC=CC=C5)NC(=O)C6=CC=CC=C6)O)O)OC(=O)C7=CC=CC=C7)(CO4)OC(=O)C)O)C)OC(=O)C. Cell line: IGROV1. Synergy scores: CSS=38.0, Synergy_ZIP=-6.91, Synergy_Bliss=-3.37, Synergy_Loewe=-0.653, Synergy_HSA=3.51. (2) Cell line: OVCAR3. Drug 1: CC1=C(C(=O)C2=C(C1=O)N3CC4C(C3(C2COC(=O)N)OC)N4)N. Drug 2: C1CCC(C(C1)N)N.C(=O)(C(=O)[O-])[O-].[Pt+4]. Synergy scores: CSS=-7.22, Synergy_ZIP=3.91, Synergy_Bliss=1.25, Synergy_Loewe=-12.1, Synergy_HSA=-11.1. (3) Drug 1: CN1C(=O)N2C=NC(=C2N=N1)C(=O)N. Drug 2: C1C(C(OC1N2C=NC(=NC2=O)N)CO)O. Cell line: SN12C. Synergy scores: CSS=7.46, Synergy_ZIP=-1.02, Synergy_Bliss=4.30, Synergy_Loewe=-1.74, Synergy_HSA=0.687. (4) Drug 1: CC(CN1CC(=O)NC(=O)C1)N2CC(=O)NC(=O)C2. Drug 2: C1C(C(OC1N2C=NC3=C2NC=NCC3O)CO)O. Cell line: SK-OV-3. Synergy scores: CSS=8.64, Synergy_ZIP=-4.09, Synergy_Bliss=-1.52, Synergy_Loewe=-27.5, Synergy_HSA=0.427. (5) Drug 1: C1CC(=O)NC(=O)C1N2CC3=C(C2=O)C=CC=C3N. Drug 2: CC(C1=C(C=CC(=C1Cl)F)Cl)OC2=C(N=CC(=C2)C3=CN(N=C3)C4CCNCC4)N. Cell line: T-47D. Synergy scores: CSS=-1.98, Synergy_ZIP=0.209, Synergy_Bliss=-1.39, Synergy_Loewe=-3.08, Synergy_HSA=-3.04. (6) Drug 1: CNC(=O)C1=CC=CC=C1SC2=CC3=C(C=C2)C(=NN3)C=CC4=CC=CC=N4. Drug 2: CC1=CC2C(CCC3(C2CCC3(C(=O)C)OC(=O)C)C)C4(C1=CC(=O)CC4)C. Cell line: T-47D. Synergy scores: CSS=13.8, Synergy_ZIP=3.16, Synergy_Bliss=4.09, Synergy_Loewe=3.44, Synergy_HSA=3.60. (7) Synergy scores: CSS=15.9, Synergy_ZIP=9.47, Synergy_Bliss=13.3, Synergy_Loewe=10.7, Synergy_HSA=11.0. Drug 2: CCN(CC)CCNC(=O)C1=C(NC(=C1C)C=C2C3=C(C=CC(=C3)F)NC2=O)C. Drug 1: C1CNP(=O)(OC1)N(CCCl)CCCl. Cell line: T-47D. (8) Drug 1: CN(CC1=CN=C2C(=N1)C(=NC(=N2)N)N)C3=CC=C(C=C3)C(=O)NC(CCC(=O)O)C(=O)O. Drug 2: C1C(C(OC1N2C=NC3=C2NC=NCC3O)CO)O. Cell line: HCT116. Synergy scores: CSS=75.5, Synergy_ZIP=2.14, Synergy_Bliss=-0.518, Synergy_Loewe=-21.9, Synergy_HSA=0.159.